This data is from Forward reaction prediction with 1.9M reactions from USPTO patents (1976-2016). The task is: Predict the product of the given reaction. (1) Given the reactants [CH3:1][C:2]([NH:4][C@@H:5]1[C:15]2[CH:16]=[C:17]([O:20]P(O)(O)=O)[CH:18]=[CH:19][C:14]=2[C:13]2[C:8](=[CH:9][C:10]([O:29][CH3:30])=[C:11]([O:27][CH3:28])[C:12]=2[O:25][CH3:26])[CH2:7][CH2:6]1)=[O:3].C1(O)C=CC=CC=1.CC(N[C@@H]1C2C=C([C:57]([O:59][CH3:60])=O)C=CC=2C2C(=CC(OC)=C(OC)C=2OC)CC1)=O, predict the reaction product. The product is: [CH3:1][C:2]([NH:4][C@@H:5]1[C:15]2[C:14](=[CH:19][CH:18]=[C:57]([O:59][CH3:60])[C:17]([CH:16]=2)=[O:20])[C:13]2[C:12]([O:25][CH3:26])=[C:11]([O:27][CH3:28])[C:10]([O:29][CH3:30])=[CH:9][C:8]=2[CH2:7][CH2:6]1)=[O:3]. (2) Given the reactants [C:1]([O:5][C:6]([N:8]1[CH2:13][CH2:12][CH2:11][C@@H:10]([NH:14][C:15]2[C:23]3[C:18](=[N:19][CH:20]=[CH:21][C:22]=3[O:24][C:25]3[CH:33]=[CH:32][C:28]([C:29]([OH:31])=O)=[CH:27][CH:26]=3)[N:17]([CH2:34][C:35]3[CH:40]=[CH:39][C:38]([O:41][CH3:42])=[CH:37][CH:36]=3)[N:16]=2)[CH2:9]1)=[O:7])([CH3:4])([CH3:3])[CH3:2].[CH3:43][N:44]1[CH2:49][CH2:48][C:47]2[N:50]=[C:51]([NH2:53])[S:52][C:46]=2[CH2:45]1.C(Cl)CCl.C1C=CC2N(O)N=NC=2C=1.C([O-])(O)=O.[Na+], predict the reaction product. The product is: [CH3:42][O:41][C:38]1[CH:37]=[CH:36][C:35]([CH2:34][N:17]2[C:18]3=[N:19][CH:20]=[CH:21][C:22]([O:24][C:25]4[CH:33]=[CH:32][C:28]([C:29](=[O:31])[NH:53][C:51]5[S:52][C:46]6[CH2:45][N:44]([CH3:43])[CH2:49][CH2:48][C:47]=6[N:50]=5)=[CH:27][CH:26]=4)=[C:23]3[C:15]([NH:14][C@@H:10]3[CH2:11][CH2:12][CH2:13][N:8]([C:6]([O:5][C:1]([CH3:2])([CH3:4])[CH3:3])=[O:7])[CH2:9]3)=[N:16]2)=[CH:40][CH:39]=1.